Task: Regression. Given two drug SMILES strings and cell line genomic features, predict the synergy score measuring deviation from expected non-interaction effect.. Dataset: NCI-60 drug combinations with 297,098 pairs across 59 cell lines (1) Drug 1: CC1=C(C=C(C=C1)NC2=NC=CC(=N2)N(C)C3=CC4=NN(C(=C4C=C3)C)C)S(=O)(=O)N.Cl. Drug 2: COC1=C(C=C2C(=C1)N=CN=C2NC3=CC(=C(C=C3)F)Cl)OCCCN4CCOCC4. Cell line: NCIH23. Synergy scores: CSS=24.1, Synergy_ZIP=0.961, Synergy_Bliss=6.80, Synergy_Loewe=4.05, Synergy_HSA=7.49. (2) Drug 1: C1CC(=O)NC(=O)C1N2CC3=C(C2=O)C=CC=C3N. Drug 2: COC1=NC(=NC2=C1N=CN2C3C(C(C(O3)CO)O)O)N. Cell line: OVCAR3. Synergy scores: CSS=-4.15, Synergy_ZIP=2.71, Synergy_Bliss=-0.355, Synergy_Loewe=-2.71, Synergy_HSA=-5.00. (3) Drug 1: C1=NC(=NC(=O)N1C2C(C(C(O2)CO)O)O)N. Drug 2: C(CN)CNCCSP(=O)(O)O. Cell line: A498. Synergy scores: CSS=9.07, Synergy_ZIP=-3.84, Synergy_Bliss=0.528, Synergy_Loewe=-21.8, Synergy_HSA=-1.86. (4) Drug 1: CC1=C(N=C(N=C1N)C(CC(=O)N)NCC(C(=O)N)N)C(=O)NC(C(C2=CN=CN2)OC3C(C(C(C(O3)CO)O)O)OC4C(C(C(C(O4)CO)O)OC(=O)N)O)C(=O)NC(C)C(C(C)C(=O)NC(C(C)O)C(=O)NCCC5=NC(=CS5)C6=NC(=CS6)C(=O)NCCC[S+](C)C)O. Drug 2: CC(C)CN1C=NC2=C1C3=CC=CC=C3N=C2N. Cell line: HCT116. Synergy scores: CSS=75.9, Synergy_ZIP=8.49, Synergy_Bliss=8.03, Synergy_Loewe=4.52, Synergy_HSA=7.76. (5) Drug 1: CC1=C2C(C(=O)C3(C(CC4C(C3C(C(C2(C)C)(CC1OC(=O)C(C(C5=CC=CC=C5)NC(=O)OC(C)(C)C)O)O)OC(=O)C6=CC=CC=C6)(CO4)OC(=O)C)OC)C)OC. Drug 2: C1CCC(C1)C(CC#N)N2C=C(C=N2)C3=C4C=CNC4=NC=N3. Cell line: CAKI-1. Synergy scores: CSS=45.1, Synergy_ZIP=-3.19, Synergy_Bliss=-0.990, Synergy_Loewe=-8.74, Synergy_HSA=4.04. (6) Drug 1: C1=CC(=CC=C1CCC2=CNC3=C2C(=O)NC(=N3)N)C(=O)NC(CCC(=O)O)C(=O)O. Drug 2: C1CN1P(=S)(N2CC2)N3CC3. Cell line: T-47D. Synergy scores: CSS=11.6, Synergy_ZIP=-4.43, Synergy_Bliss=-0.264, Synergy_Loewe=1.12, Synergy_HSA=1.20. (7) Drug 1: CN1C2=C(C=C(C=C2)N(CCCl)CCCl)N=C1CCCC(=O)O.Cl. Drug 2: CC1C(C(CC(O1)OC2CC(CC3=C2C(=C4C(=C3O)C(=O)C5=C(C4=O)C(=CC=C5)OC)O)(C(=O)CO)O)N)O.Cl. Cell line: RPMI-8226. Synergy scores: CSS=38.8, Synergy_ZIP=-2.23, Synergy_Bliss=-3.52, Synergy_Loewe=-12.8, Synergy_HSA=-1.56.